Dataset: NCI-60 drug combinations with 297,098 pairs across 59 cell lines. Task: Regression. Given two drug SMILES strings and cell line genomic features, predict the synergy score measuring deviation from expected non-interaction effect. (1) Drug 1: C1=CC(=CC=C1CCC2=CNC3=C2C(=O)NC(=N3)N)C(=O)NC(CCC(=O)O)C(=O)O. Drug 2: CC12CCC3C(C1CCC2O)C(CC4=C3C=CC(=C4)O)CCCCCCCCCS(=O)CCCC(C(F)(F)F)(F)F. Cell line: HL-60(TB). Synergy scores: CSS=30.7, Synergy_ZIP=-3.31, Synergy_Bliss=-9.85, Synergy_Loewe=-31.4, Synergy_HSA=-10.4. (2) Drug 1: CCCS(=O)(=O)NC1=C(C(=C(C=C1)F)C(=O)C2=CNC3=C2C=C(C=N3)C4=CC=C(C=C4)Cl)F. Drug 2: C1CN(P(=O)(OC1)NCCCl)CCCl. Cell line: A549. Synergy scores: CSS=4.89, Synergy_ZIP=-0.585, Synergy_Bliss=1.40, Synergy_Loewe=-8.60, Synergy_HSA=-0.722. (3) Drug 1: CC1C(C(CC(O1)OC2CC(CC3=C2C(=C4C(=C3O)C(=O)C5=C(C4=O)C(=CC=C5)OC)O)(C(=O)C)O)N)O.Cl. Drug 2: C1=CC(=CC=C1CCCC(=O)O)N(CCCl)CCCl. Cell line: NCI-H522. Synergy scores: CSS=31.6, Synergy_ZIP=-7.93, Synergy_Bliss=-1.52, Synergy_Loewe=2.37, Synergy_HSA=3.26. (4) Drug 1: CC1=C(C=C(C=C1)C(=O)NC2=CC(=CC(=C2)C(F)(F)F)N3C=C(N=C3)C)NC4=NC=CC(=N4)C5=CN=CC=C5. Drug 2: CC1=C2C(C(=O)C3(C(CC4C(C3C(C(C2(C)C)(CC1OC(=O)C(C(C5=CC=CC=C5)NC(=O)OC(C)(C)C)O)O)OC(=O)C6=CC=CC=C6)(CO4)OC(=O)C)O)C)O. Cell line: SF-268. Synergy scores: CSS=0.0300, Synergy_ZIP=9.13, Synergy_Bliss=6.95, Synergy_Loewe=-10.0, Synergy_HSA=-8.47.